This data is from Catalyst prediction with 721,799 reactions and 888 catalyst types from USPTO. The task is: Predict which catalyst facilitates the given reaction. (1) Product: [OH:33][C@:34]1([C:7]2[CH:6]=[CH:5][C:4]([C:11]3[CH:16]=[CH:15][CH:14]=[CH:13][CH:12]=3)=[C:3]([CH:1]=[CH2:2])[CH:8]=2)[CH2:38][N:37]([C:39]([O:41][CH2:42][CH2:43][Si:44]([CH3:46])([CH3:47])[CH3:45])=[O:40])[C@H:36]([C:48]([O:50][CH3:51])=[O:49])[CH2:35]1. Reactant: [CH:1]([C:3]1[CH:8]=[C:7]([Mg]Br)[CH:6]=[CH:5][C:4]=1[C:11]1[CH:16]=[CH:15][CH:14]=[CH:13][CH:12]=1)=[CH2:2].BrC1C=CC(C2C=CC=CC=2)=C(C=C)C=1.[Mg].[O:33]=[C:34]1[CH2:38][N:37]([C:39]([O:41][CH2:42][CH2:43][Si:44]([CH3:47])([CH3:46])[CH3:45])=[O:40])[C@H:36]([C:48]([O:50][CH3:51])=[O:49])[CH2:35]1. The catalyst class is: 182. (2) Reactant: [C:1](Cl)(=[O:4])[CH:2]=[CH2:3].[OH:6][C:7]12[CH2:16][CH:11]3[CH2:12][CH:13]([CH2:15][C:9]([C:17]([CH:20]([CH3:22])[CH3:21])([CH3:19])[OH:18])([CH2:10]3)[CH2:8]1)[CH2:14]2.C(N(CC)CC)C.O1CCCC1. Product: [C:1]([O:18][C:17]([C:9]12[CH2:15][CH:13]3[CH2:12][CH:11]([CH2:16][C:7]([OH:6])([CH2:14]3)[CH2:8]1)[CH2:10]2)([CH3:19])[CH:20]([CH3:22])[CH3:21])(=[O:4])[CH:2]=[CH2:3]. The catalyst class is: 6. (3) Reactant: C(O)(C(F)(F)F)=O.C[O:9][C:10](=[O:24])[C:11]1[C:16]([N+:17]([O-:19])=[O:18])=[CH:15][CH:14]=[CH:13][C:12]=1[C:20](=O)[CH2:21][Br:22].C([SiH](CC)CC)C. Product: [Br:22][CH2:21][CH:20]1[C:12]2[C:11](=[C:16]([N+:17]([O-:19])=[O:18])[CH:15]=[CH:14][CH:13]=2)[C:10](=[O:9])[O:24]1. The catalyst class is: 2.